From a dataset of NCI-60 drug combinations with 297,098 pairs across 59 cell lines. Regression. Given two drug SMILES strings and cell line genomic features, predict the synergy score measuring deviation from expected non-interaction effect. (1) Drug 1: C1CNP(=O)(OC1)N(CCCl)CCCl. Drug 2: CC1C(C(CC(O1)OC2CC(CC3=C2C(=C4C(=C3O)C(=O)C5=CC=CC=C5C4=O)O)(C(=O)C)O)N)O. Synergy scores: CSS=46.0, Synergy_ZIP=-0.211, Synergy_Bliss=3.29, Synergy_Loewe=-64.3, Synergy_HSA=2.40. Cell line: UO-31. (2) Drug 1: C1=C(C(=O)NC(=O)N1)N(CCCl)CCCl. Drug 2: CC1=C(C(=O)C2=C(C1=O)N3CC4C(C3(C2COC(=O)N)OC)N4)N. Cell line: UACC62. Synergy scores: CSS=37.9, Synergy_ZIP=-17.5, Synergy_Bliss=-11.8, Synergy_Loewe=-8.36, Synergy_HSA=-6.71. (3) Drug 1: C1=NC2=C(N1)C(=S)N=C(N2)N. Drug 2: CN(CC1=CN=C2C(=N1)C(=NC(=N2)N)N)C3=CC=C(C=C3)C(=O)NC(CCC(=O)O)C(=O)O. Cell line: KM12. Synergy scores: CSS=33.1, Synergy_ZIP=-14.9, Synergy_Bliss=-14.3, Synergy_Loewe=-3.26, Synergy_HSA=-6.41. (4) Drug 1: CC1=C2C(C(=O)C3(C(CC4C(C3C(C(C2(C)C)(CC1OC(=O)C(C(C5=CC=CC=C5)NC(=O)OC(C)(C)C)O)O)OC(=O)C6=CC=CC=C6)(CO4)OC(=O)C)OC)C)OC. Drug 2: CC1C(C(=O)NC(C(=O)N2CCCC2C(=O)N(CC(=O)N(C(C(=O)O1)C(C)C)C)C)C(C)C)NC(=O)C3=C4C(=C(C=C3)C)OC5=C(C(=O)C(=C(C5=N4)C(=O)NC6C(OC(=O)C(N(C(=O)CN(C(=O)C7CCCN7C(=O)C(NC6=O)C(C)C)C)C)C(C)C)C)N)C. Cell line: SF-295. Synergy scores: CSS=54.4, Synergy_ZIP=7.79, Synergy_Bliss=9.76, Synergy_Loewe=2.54, Synergy_HSA=10.6. (5) Drug 1: CC1=C(C=C(C=C1)NC(=O)C2=CC=C(C=C2)CN3CCN(CC3)C)NC4=NC=CC(=N4)C5=CN=CC=C5. Drug 2: CC1=C(N=C(N=C1N)C(CC(=O)N)NCC(C(=O)N)N)C(=O)NC(C(C2=CN=CN2)OC3C(C(C(C(O3)CO)O)O)OC4C(C(C(C(O4)CO)O)OC(=O)N)O)C(=O)NC(C)C(C(C)C(=O)NC(C(C)O)C(=O)NCCC5=NC(=CS5)C6=NC(=CS6)C(=O)NCCC[S+](C)C)O. Cell line: OVCAR-8. Synergy scores: CSS=29.7, Synergy_ZIP=-8.95, Synergy_Bliss=0.277, Synergy_Loewe=-31.1, Synergy_HSA=-0.414. (6) Drug 1: C1=CC=C(C(=C1)C(C2=CC=C(C=C2)Cl)C(Cl)Cl)Cl. Drug 2: C1=NC2=C(N1)C(=S)N=CN2. Cell line: SNB-19. Synergy scores: CSS=11.1, Synergy_ZIP=-5.77, Synergy_Bliss=-1.60, Synergy_Loewe=-9.90, Synergy_HSA=-1.41.